Dataset: Forward reaction prediction with 1.9M reactions from USPTO patents (1976-2016). Task: Predict the product of the given reaction. (1) Given the reactants O[C:2]1[CH:7]=[C:6]([C:8]2[CH:13]=[CH:12][CH:11]=[C:10]([C:14]([F:17])([F:16])[F:15])[CH:9]=2)[N:5]=[C:4]([C:18]([NH2:20])=O)[N:3]=1.P(Cl)(Cl)([Cl:23])=O, predict the reaction product. The product is: [Cl:23][C:2]1[CH:7]=[C:6]([C:8]2[CH:13]=[CH:12][CH:11]=[C:10]([C:14]([F:17])([F:16])[F:15])[CH:9]=2)[N:5]=[C:4]([C:18]#[N:20])[N:3]=1. (2) Given the reactants [F:1][C:2]([F:36])([F:35])[C:3]1[CH:4]=[C:5]([CH:28]=[C:29]([C:31]([F:34])([F:33])[F:32])[CH:30]=1)[CH2:6][N:7]([CH2:14][C:15]1[C:16]([C:26]#N)=[N:17][C:18]2[C:23]([CH:24]=1)=[CH:22][CH:21]=[C:20]([F:25])[CH:19]=2)[C:8]1[N:9]=[N:10][N:11]([CH3:13])[N:12]=1.[CH3:37][CH2:38][Mg+].[Br-].[NH4+].[Cl-].C1C[O:46]CC1, predict the reaction product. The product is: [F:35][C:2]([F:36])([F:1])[C:3]1[CH:4]=[C:5]([CH:28]=[C:29]([C:31]([F:32])([F:33])[F:34])[CH:30]=1)[CH2:6][N:7]([CH2:14][C:15]1[C:16]([C:26]([CH2:37][CH3:38])=[O:46])=[N:17][C:18]2[C:23]([CH:24]=1)=[CH:22][CH:21]=[C:20]([F:25])[CH:19]=2)[C:8]1[N:9]=[N:10][N:11]([CH3:13])[N:12]=1. (3) The product is: [Br:10][C:11]1[C:18]([CH3:19])=[CH:17][CH:16]=[CH:15][C:12]=1[C:13]([C:2]1[CH:7]=[CH:6][N:5]=[C:4]([S:8][CH3:9])[N:3]=1)=[O:14]. Given the reactants Cl[C:2]1[CH:7]=[CH:6][N:5]=[C:4]([S:8][CH3:9])[N:3]=1.[Br:10][C:11]1[C:18]([CH3:19])=[CH:17][CH:16]=[CH:15][C:12]=1[CH:13]=[O:14].[I-].CN1C=C[N+](C)=C1.[H-].[Na+], predict the reaction product. (4) The product is: [Br:34][CH2:24][C:9]1[C:10]([C:14]2[CH:19]=[CH:18][CH:17]=[C:16]([C:20]([F:23])([F:21])[F:22])[CH:15]=2)=[N:11][C:12]2[C:7]([C:8]=1[C:25]([O:27][CH3:28])=[O:26])=[CH:6][C:5]([S:29]([CH2:32][CH3:33])(=[O:31])=[O:30])=[C:4]([O:3][CH2:1][CH3:2])[CH:13]=2. Given the reactants [CH2:1]([O:3][C:4]1[CH:13]=[C:12]2[C:7]([C:8]([C:25]([O:27][CH3:28])=[O:26])=[C:9]([CH3:24])[C:10]([C:14]3[CH:19]=[CH:18][CH:17]=[C:16]([C:20]([F:23])([F:22])[F:21])[CH:15]=3)=[N:11]2)=[CH:6][C:5]=1[S:29]([CH2:32][CH3:33])(=[O:31])=[O:30])[CH3:2].[Br:34]N1C(=O)CCC1=O, predict the reaction product. (5) Given the reactants [NH2:1][CH2:2][CH2:3][C:4]#[N:5].[CH2:6]([C:8]1[CH:9]=[C:10]([CH:15]=[CH:16][C:17]=1[N:18]([CH3:29])[C:19]1[N:24]=[CH:23][C:22]2[N:25]=[CH:26][N:27]([CH3:28])[C:21]=2[CH:20]=1)[C:11](OC)=[O:12])[CH3:7], predict the reaction product. The product is: [C:4]([CH2:3][CH2:2][NH:1][C:11](=[O:12])[C:10]1[CH:15]=[CH:16][C:17]([N:18]([CH3:29])[C:19]2[N:24]=[CH:23][C:22]3[N:25]=[CH:26][N:27]([CH3:28])[C:21]=3[CH:20]=2)=[C:8]([CH2:6][CH3:7])[CH:9]=1)#[N:5]. (6) The product is: [CH:1]1([N:5]([CH2:19][CH2:20][CH2:21][C:22]2[C:30]3[C:25](=[C:26]([F:32])[CH:27]=[C:28]([F:31])[CH:29]=3)[NH:24][CH:23]=2)[CH:6]2[CH2:15][C:14]3[C:13]([C:16]([NH:36][CH3:40])=[O:17])=[CH:12][CH:11]=[CH:10][C:9]=3[O:8][CH2:7]2)[CH2:2][CH2:3][CH2:4]1. Given the reactants [CH:1]1([N:5]([CH2:19][CH2:20][CH2:21][C:22]2[C:30]3[C:25](=[C:26]([F:32])[CH:27]=[C:28]([F:31])[CH:29]=3)[NH:24][CH:23]=2)[CH:6]2[CH2:15][C:14]3[C:13]([C:16](O)=[O:17])=[CH:12][CH:11]=[CH:10][C:9]=3[O:8][CH2:7]2)[CH2:4][CH2:3][CH2:2]1.CN.O[N:36]1[C:40]2C=CC=CC=2N=N1.Cl.CN(C)CCCN=C=NCC, predict the reaction product. (7) Given the reactants C(OC(=O)[NH:7][C:8]1[CH:13]=[CH:12][CH:11]=[CH:10][C:9]=1[C:14](=[O:22])[C:15]1[CH:20]=[CH:19][CH:18]=[CH:17][C:16]=1[Cl:21])(C)(C)C, predict the reaction product. The product is: [NH2:7][C:8]1[CH:13]=[CH:12][CH:11]=[CH:10][C:9]=1[C:14]([C:15]1[CH:20]=[CH:19][CH:18]=[CH:17][C:16]=1[Cl:21])=[O:22].